Dataset: Reaction yield outcomes from USPTO patents with 853,638 reactions. Task: Predict the reaction yield, written as a fraction of the theoretical maximum amount of product (1.0 means a 100% yield; for example, 0.34 means a 34% yield). (1) The reactants are [C:1]([O:5][C:6]([N:8]([CH2:18][C@H:19]1[CH2:28][CH2:27][C:26]2[C:21](=[CH:22][CH:23]=[C:24]([S:29][C:30]3[CH:31]=[C:32]([CH:36]=[CH:37][CH:38]=3)[C:33]([OH:35])=[O:34])[CH:25]=2)[O:20]1)[CH2:9][C@H:10]([OH:17])[C:11]1[CH:12]=[N:13][CH:14]=[CH:15][CH:16]=1)=[O:7])([CH3:4])([CH3:3])[CH3:2].[CH3:39][Si](C=[N+]=[N-])(C)C. The catalyst is CO.C(OCC)(=O)C.C(OCC)(=O)C. The product is [C:1]([O:5][C:6]([N:8]([CH2:18][C@H:19]1[CH2:28][CH2:27][C:26]2[C:21](=[CH:22][CH:23]=[C:24]([S:29][C:30]3[CH:31]=[C:32]([CH:36]=[CH:37][CH:38]=3)[C:33]([O:35][CH3:39])=[O:34])[CH:25]=2)[O:20]1)[CH2:9][C@H:10]([OH:17])[C:11]1[CH:12]=[N:13][CH:14]=[CH:15][CH:16]=1)=[O:7])([CH3:4])([CH3:2])[CH3:3]. The yield is 0.330. (2) The reactants are [C:1]1([C:32]2[CH:37]=[CH:36][CH:35]=[CH:34][CH:33]=2)[CH:6]=[CH:5][C:4]([N:7]=[C:8](NC#N)[NH:9][C@@H:10]([CH2:22][C:23]2[CH:28]=[CH:27][CH:26]=[CH:25][CH:24]=2)[C:11]([NH:13][CH2:14][CH2:15][CH2:16][N:17]2[CH2:21][CH2:20][CH2:19][CH2:18]2)=[O:12])=[CH:3][CH:2]=1.Cl.[O:39]1CCOCC1.N(C1C=CC(C2C=CC=CC=2)=CC=1)=C=O. The catalyst is C(Cl)Cl.CCOC(C)=O. The product is [C:1]1([C:32]2[CH:37]=[CH:36][CH:35]=[CH:34][CH:33]=2)[CH:6]=[CH:5][C:4]([NH:7][C:8](=[O:39])[NH:9][C@@H:10]([CH2:22][C:23]2[CH:28]=[CH:27][CH:26]=[CH:25][CH:24]=2)[C:11]([NH:13][CH2:14][CH2:15][CH2:16][N:17]2[CH2:21][CH2:20][CH2:19][CH2:18]2)=[O:12])=[CH:3][CH:2]=1. The yield is 0.770. (3) The reactants are [H-].[Al+3].[Li+].[H-].[H-].[H-].C([O:9][C:10]([C:12]1[CH:16]=[C:15]([C:17]([CH3:20])([CH3:19])[CH3:18])[NH:14][N:13]=1)=O)C. The catalyst is O1CCCC1. The product is [C:17]([C:15]1[NH:14][N:13]=[C:12]([CH2:10][OH:9])[CH:16]=1)([CH3:20])([CH3:18])[CH3:19]. The yield is 0.880. (4) The reactants are [F:1][C:2]([F:22])([F:21])[O:3][C:4]1[CH:5]=[C:6]([S:10]([C:13]2[CH:20]=[CH:19][C:16]([C:17]#[N:18])=[CH:15][CH:14]=2)(=[O:12])=[O:11])[CH:7]=[CH:8][CH:9]=1.N.[OH-].[K+]. The catalyst is CO.[Ni]. The product is [F:22][C:2]([F:1])([F:21])[O:3][C:4]1[CH:5]=[C:6]([S:10]([C:13]2[CH:20]=[CH:19][C:16]([CH2:17][NH2:18])=[CH:15][CH:14]=2)(=[O:12])=[O:11])[CH:7]=[CH:8][CH:9]=1. The yield is 0.930. (5) The reactants are [CH:1]1([CH2:4][O:5][C:6]2[CH:11]=[CH:10][C:9]([S:12]([CH3:15])(=[O:14])=[O:13])=[CH:8][C:7]=2[C:16]2[C:25]3[C:20](=[CH:21][CH:22]=[C:23](F)[CH:24]=3)[C:19](=[O:27])[N:18]([CH3:28])[CH:17]=2)[CH2:3][CH2:2]1.C[O-].[Na+].C[C:33](=O)[O:34]CC. The catalyst is CN(C)C(=O)C.CO.CCCCCC. The product is [CH:1]1([CH2:4][O:5][C:6]2[CH:11]=[CH:10][C:9]([S:12]([CH3:15])(=[O:14])=[O:13])=[CH:8][C:7]=2[C:16]2[C:25]3[C:20](=[CH:21][CH:22]=[C:23]([O:34][CH3:33])[CH:24]=3)[C:19](=[O:27])[N:18]([CH3:28])[CH:17]=2)[CH2:3][CH2:2]1. The yield is 0.740. (6) The reactants are C([O:5][C:6]([N:8]1[CH2:13]CC(=O)[CH2:10][CH2:9]1)=O)(C)(C)C.[CH3:15][C:16]([CH3:19])([O-:18])[CH3:17].[Na+].[CH3:21]I.[CH2:23]1[CH2:27][O:26]C[CH2:24]1. No catalyst specified. The product is [C:16]([O:18][C:6]([N:8]1[CH2:9][CH2:10][C:27](=[O:26])[C:23]([CH3:24])([CH3:21])[CH2:13]1)=[O:5])([CH3:19])([CH3:17])[CH3:15]. The yield is 0.460. (7) The reactants are C([O:14][C:15]1[C:24]2[N:23]=[CH:22][CH:21]=[CH:20][C:19]=2[C:18]([C:25](O)=[O:26])=[C:17]2[CH2:28][N:29]([CH2:32][C:33]3[CH:38]=[CH:37][C:36]([F:39])=[CH:35][CH:34]=3)[C:30](=[O:31])[C:16]=12)(C1C=CC=CC=1)C1C=CC=CC=1.[NH2:40][C:41]1[S:42][CH:43]=[N:44][N:45]=1.C(N(C(C)C)CC)(C)C.F[P-](F)(F)(F)(F)F.N1(OC(N(C)C)=[N+](C)C)C2N=CC=CC=2N=N1. The catalyst is CN(C)C=O. The product is [S:42]1[CH:43]=[N:44][N:45]=[C:41]1[NH:40][C:25]([C:18]1[C:19]2[CH:20]=[CH:21][CH:22]=[N:23][C:24]=2[C:15]([OH:14])=[C:16]2[C:30](=[O:31])[N:29]([CH2:32][C:33]3[CH:38]=[CH:37][C:36]([F:39])=[CH:35][CH:34]=3)[CH2:28][C:17]=12)=[O:26]. The yield is 0.400. (8) The reactants are [CH2:1]([O:3][C:4]1[C:5]([C:11]2[CH:16]=[CH:15][C:14]([CH2:17][C:18]([OH:20])=O)=[C:13]([F:21])[CH:12]=2)=[CH:6][NH:7][C:8](=[O:10])[CH:9]=1)[CH3:2].[F:22][C:23]([F:32])([F:31])[C:24]1[CH:25]=[C:26]([CH:28]=[CH:29][CH:30]=1)[NH2:27].CN(C(ON1N=NC2C=CC=NC1=2)=[N+](C)C)C.F[P-](F)(F)(F)(F)F.CCN(C(C)C)C(C)C. The catalyst is CN(C=O)C. The product is [CH2:1]([O:3][C:4]1[C:5]([C:11]2[CH:16]=[CH:15][C:14]([CH2:17][C:18]([NH:27][C:26]3[CH:28]=[CH:29][CH:30]=[C:24]([C:23]([F:22])([F:31])[F:32])[CH:25]=3)=[O:20])=[C:13]([F:21])[CH:12]=2)=[CH:6][NH:7][C:8](=[O:10])[CH:9]=1)[CH3:2]. The yield is 0.120.